From a dataset of CYP1A2 inhibition data for predicting drug metabolism from PubChem BioAssay. Regression/Classification. Given a drug SMILES string, predict its absorption, distribution, metabolism, or excretion properties. Task type varies by dataset: regression for continuous measurements (e.g., permeability, clearance, half-life) or binary classification for categorical outcomes (e.g., BBB penetration, CYP inhibition). Dataset: cyp1a2_veith. (1) The drug is CCC(=O)NC(=S)NNC(=O)c1ccc(OC)cc1. The result is 0 (non-inhibitor). (2) The drug is Cc1ccc2nc(N/N=C/c3ccccc3C#N)nc(-c3ccccc3)c2c1. The result is 1 (inhibitor). (3) The result is 1 (inhibitor). The drug is COC(=O)c1cc(OC)c(OC)cc1NC(=S)N1CCCCC1. (4) The drug is C(/C=C\c1ccccc1)=Nc1ccc2c(c1)Cc1ccccc1-2. The result is 1 (inhibitor). (5) The molecule is O=C(CN1CCN(Cc2ccccc2)CC1)c1ccc(Br)cc1. The result is 0 (non-inhibitor). (6) The molecule is CCSc1ncc(/C=N/Nc2ccc(F)cc2)n1C. The result is 1 (inhibitor).